The task is: Predict the reactants needed to synthesize the given product.. This data is from Full USPTO retrosynthesis dataset with 1.9M reactions from patents (1976-2016). (1) Given the product [Cl:53][C:48]1[CH:47]=[C:46]([N:45]2[C:41]3=[N:40][CH:39]=[C:38]([S:35]([N:31]4[CH2:32][CH2:33][CH2:34][C@H:30]4[C:28]([N:69]4[CH2:78][CH2:77][CH:72]([C:73]([OH:75])=[O:74])[CH2:71][CH2:70]4)=[O:27])(=[O:36])=[O:37])[N:42]3[C@:43]([CH3:68])([CH2:55][C:56]3[CH:61]=[CH:60][C:59]([C:62]4[CH:63]=[N:64][CH:65]=[N:66][CH:67]=4)=[CH:58][CH:57]=3)[C:44]2=[O:54])[CH:51]=[C:50]([Cl:52])[CH:49]=1, predict the reactants needed to synthesize it. The reactants are: CN(C(ON1N=NC2C=CC=CC1=2)=[N+](C)C)C.[B-](F)(F)(F)F.C([O:27][C:28]([C@@H:30]1[CH2:34][CH2:33][CH2:32][N:31]1[S:35]([C:38]1[N:42]2[C@:43]([CH3:68])([CH2:55][C:56]3[CH:61]=[CH:60][C:59]([C:62]4[CH:63]=[N:64][CH:65]=[N:66][CH:67]=4)=[CH:58][CH:57]=3)[C:44](=[O:54])[N:45]([C:46]3[CH:51]=[C:50]([Cl:52])[CH:49]=[C:48]([Cl:53])[CH:47]=3)[C:41]2=[N:40][CH:39]=1)(=[O:37])=[O:36])=O)(C)(C)C.[NH:69]1[CH2:78][CH2:77][CH:72]([C:73]([O:75]C)=[O:74])[CH2:71][CH2:70]1.CCN(C(C)C)C(C)C.Cl. (2) The reactants are: C([O:3][C:4]([C@H:6]1[CH2:11][CH2:10][C@H:9]([O:12][C:13]2[CH:14]=[C:15]3[C:20](=[CH:21][CH:22]=2)[O:19][C@H:18]([C:23]2[CH:28]=[CH:27][CH:26]=[CH:25][C:24]=2[CH3:29])[CH2:17][CH2:16]3)[CH2:8][CH2:7]1)=[O:5])C.[OH-].[Li+]. Given the product [C:24]1([CH3:29])[CH:25]=[CH:26][CH:27]=[CH:28][C:23]=1[C@@H:18]1[CH2:17][CH2:16][C:15]2[C:20](=[CH:21][CH:22]=[C:13]([O:12][C@H:9]3[CH2:8][CH2:7][C@H:6]([C:4]([OH:5])=[O:3])[CH2:11][CH2:10]3)[CH:14]=2)[O:19]1, predict the reactants needed to synthesize it. (3) Given the product [CH2:18]([C:17]1[C:16]2[C:11](=[CH:12][CH:13]=[CH:14][CH:15]=2)[NH:10][C:9]=1[CH:6]1[CH2:7][CH2:8][C:3]([CH2:25][CH2:26][CH2:27][CH3:28])([N:2]([CH3:1])[CH3:29])[CH2:4][CH2:5]1)[C:19]1[CH:20]=[CH:21][CH:22]=[CH:23][CH:24]=1, predict the reactants needed to synthesize it. The reactants are: [CH3:1][N:2]([CH3:29])[C:3]1([CH2:25][CH2:26][CH2:27][CH3:28])[CH2:8][CH2:7][C:6]([C:9]2[NH:10][C:11]3[C:16]([C:17]=2[CH2:18][C:19]2[CH:24]=[CH:23][CH:22]=[CH:21][CH:20]=2)=[CH:15][CH:14]=[CH:13][CH:12]=3)=[CH:5][CH2:4]1.[Sn]. (4) The reactants are: [F:1][C:2]1[CH:3]=[C:4]2[C:8](=[CH:9][CH:10]=1)[NH:7][CH:6]=[C:5]2[CH:11]=[O:12].Br[CH2:14][CH2:15][CH2:16][O:17][Si:18]([C:21]([CH3:24])([CH3:23])[CH3:22])([CH3:20])[CH3:19].[H-].[Na+]. Given the product [C:21]([Si:18]([CH3:20])([CH3:19])[O:17][CH2:16][CH2:15][CH2:14][N:7]1[C:8]2[C:4](=[CH:3][C:2]([F:1])=[CH:10][CH:9]=2)[C:5]([CH:11]=[O:12])=[CH:6]1)([CH3:24])([CH3:23])[CH3:22], predict the reactants needed to synthesize it. (5) Given the product [CH2:12]([C:11]1[CH:10]=[CH:9][CH:8]=[CH:18][C:5]=1[CH2:4][OH:3])[CH:7]=[CH2:17], predict the reactants needed to synthesize it. The reactants are: CC[O:3][CH2:4][CH3:5].O.[C:7]1([CH3:17])[CH:12]=[CH:11][C:10](S(O)(=O)=O)=[CH:9][CH:8]=1.[CH3:18]O. (6) Given the product [Br:38][CH2:16][C:5]1[C:6]([C:9]2[CH:14]=[CH:13][CH:12]=[CH:11][C:10]=2[CH3:15])=[N:7][O:8][C:4]=1[CH:1]1[CH2:3][CH2:2]1, predict the reactants needed to synthesize it. The reactants are: [CH:1]1([C:4]2[O:8][N:7]=[C:6]([C:9]3[CH:14]=[CH:13][CH:12]=[CH:11][C:10]=3[CH3:15])[C:5]=2[CH2:16]O)[CH2:3][CH2:2]1.C1(P(C2C=CC=CC=2)C2C=CC=CC=2)C=CC=CC=1.C(Br)(Br)(Br)[Br:38]. (7) Given the product [C:11]([O:15][C:16]([N:2]1[CH2:7][CH2:6][CH:5]=[C:4]([C:8]([OH:10])=[O:9])[CH2:3]1)=[O:17])([CH3:14])([CH3:13])[CH3:12], predict the reactants needed to synthesize it. The reactants are: Cl.[NH:2]1[CH2:7][CH2:6][CH:5]=[C:4]([C:8]([OH:10])=[O:9])[CH2:3]1.[C:11]([O:15][C:16](O[C:16]([O:15][C:11]([CH3:14])([CH3:13])[CH3:12])=[O:17])=[O:17])([CH3:14])([CH3:13])[CH3:12]. (8) The reactants are: [CH3:1][O:2][CH2:3][CH2:4][N:5]1[C:9]([CH3:10])=[C:8]([CH3:11])[S:7][C:6]1=[NH:12].CCN(CC)CC.[Cl:20][C:21]1[C:22]([F:34])=[C:23]([C:27]([C:30]([F:33])([F:32])[F:31])=[CH:28][CH:29]=1)[C:24](Cl)=[O:25]. Given the product [Cl:20][C:21]1[C:22]([F:34])=[C:23]([C:27]([C:30]([F:32])([F:33])[F:31])=[CH:28][CH:29]=1)[C:24]([N:12]=[C:6]1[N:5]([CH2:4][CH2:3][O:2][CH3:1])[C:9]([CH3:10])=[C:8]([CH3:11])[S:7]1)=[O:25], predict the reactants needed to synthesize it. (9) Given the product [F:32][C:2]([F:31])([F:1])[C:3]1[CH:4]=[C:5]([C@H:13]([O:15][C@@H:16]2[C@@H:21]([C:22]3[CH:23]=[CH:24][C:25]([F:28])=[CH:26][CH:27]=3)[C@H:20]([CH2:29][CH:38]3[CH2:39][CH2:40][C:50]4([CH2:51][O:53][NH:46][CH2:49]4)[CH2:36][CH2:37]3)[CH2:19][CH2:18][O:17]2)[CH3:14])[CH:6]=[C:7]([C:9]([F:10])([F:12])[F:11])[CH:8]=1, predict the reactants needed to synthesize it. The reactants are: [F:1][C:2]([F:32])([F:31])[C:3]1[CH:4]=[C:5]([C@H:13]([O:15][C@@H:16]2[C@@H:21]([C:22]3[CH:27]=[CH:26][C:25]([F:28])=[CH:24][CH:23]=3)[C@H:20]([CH:29]=O)[CH2:19][CH2:18][O:17]2)[CH3:14])[CH:6]=[C:7]([C:9]([F:12])([F:11])[F:10])[CH:8]=1.Cl.C1[C:38]2(CCN[CH2:40][CH2:39]2)[CH2:37][CH2:36]O1.C([N:46]([CH2:49][CH3:50])CC)C.[C:51](O[BH-](OC(=O)C)OC(=O)C)(=[O:53])C.[Na+].ClC(Cl)C.C(=O)(O)[O-].[Na+]. (10) Given the product [NH2:20][C:19]1[N:10]([C:4]2[CH:5]=[CH:6][CH:7]=[C:8]([Cl:9])[C:3]=2[Cl:2])[N:11]=[CH:15][C:16]=1[C:17]#[N:18], predict the reactants needed to synthesize it. The reactants are: Cl.[Cl:2][C:3]1[C:8]([Cl:9])=[CH:7][CH:6]=[CH:5][C:4]=1[NH:10][NH2:11].C(O[CH:15]=[C:16]([C:19]#[N:20])[C:17]#[N:18])C.ClC1C(Cl)=CC=CC=1NN.